From a dataset of Full USPTO retrosynthesis dataset with 1.9M reactions from patents (1976-2016). Predict the reactants needed to synthesize the given product. (1) The reactants are: S(=O)(=O)(O)O.[C:6]([O:11][CH3:12])(=[O:10])[C:7]([CH3:9])=[CH2:8].[C:13]([O:17][CH2:18][CH2:19][CH2:20][CH3:21])(=[O:16])[CH:14]=[CH2:15].C(S)CCCCCCCCCCC. Given the product [C:6]([O:11][CH3:12])(=[O:10])[C:7]([CH3:9])=[CH2:8].[C:13]([O:17][CH2:18][CH2:19][CH2:20][CH3:21])(=[O:16])[CH:14]=[CH2:15], predict the reactants needed to synthesize it. (2) Given the product [C:1]([C:5]1[CH:6]=[C:7]2[C:11](=[CH:12][CH:13]=1)[C@@H:10]([NH2:14])[CH2:9][CH2:8]2)([CH3:4])([CH3:2])[CH3:3], predict the reactants needed to synthesize it. The reactants are: [C:1]([C:5]1[CH:6]=[C:7]2[C:11](=[CH:12][CH:13]=1)[CH:10]([NH2:14])[CH2:9][CH2:8]2)([CH3:4])([CH3:3])[CH3:2].C(N[C@H](C(O)=O)CC(C)C)(=O)C. (3) Given the product [NH2:1][S:2]([C:5]1[CH:10]=[CH:9][C:8]([C:11]2[NH:12][C:13]3[C:18]([C:19]=2[C:20]2[CH:21]=[CH:22][C:23]([OH:26])=[CH:24][CH:25]=2)=[CH:17][CH:16]=[CH:15][CH:14]=3)=[CH:7][CH:6]=1)(=[O:4])=[O:3], predict the reactants needed to synthesize it. The reactants are: [NH2:1][S:2]([C:5]1[CH:10]=[CH:9][C:8]([C:11]2[NH:12][C:13]3[C:18]([C:19]=2[C:20]2[CH:25]=[CH:24][C:23]([O:26]C)=[CH:22][CH:21]=2)=[CH:17][CH:16]=[CH:15][CH:14]=3)=[CH:7][CH:6]=1)(=[O:4])=[O:3].